Dataset: Reaction yield outcomes from USPTO patents with 853,638 reactions. Task: Predict the reaction yield, written as a fraction of the theoretical maximum amount of product (1.0 means a 100% yield; for example, 0.34 means a 34% yield). (1) The reactants are [N:1]1([C:7]2[CH:13]=[CH:12][C:10]([NH2:11])=[CH:9][C:8]=2[C:14]([F:17])([F:16])[F:15])[CH2:6][CH2:5][O:4][CH2:3][CH2:2]1.N1C=CC=CC=1.Cl[C:25](OC1C=CC=CC=1)=[O:26].[Cl:34][C:35]1[CH:41]=[C:40]([O:42][C:43]2[C:44]3[N:51]([CH3:52])[CH:50]=[CH:49][C:45]=3[N:46]=[CH:47][N:48]=2)[CH:39]=[CH:38][C:36]=1[NH2:37]. The catalyst is CN1CCCC1=O. The product is [Cl:34][C:35]1[CH:41]=[C:40]([O:42][C:43]2[C:44]3[N:51]([CH3:52])[CH:50]=[CH:49][C:45]=3[N:46]=[CH:47][N:48]=2)[CH:39]=[CH:38][C:36]=1[NH:37][C:25]([NH:11][C:10]1[CH:12]=[CH:13][C:7]([N:1]2[CH2:6][CH2:5][O:4][CH2:3][CH2:2]2)=[C:8]([C:14]([F:15])([F:17])[F:16])[CH:9]=1)=[O:26]. The yield is 0.340. (2) The reactants are [I:1][C:2]1[CH:10]=[CH:9][C:5]([C:6](Cl)=[O:7])=[CH:4][CH:3]=1.C(N(CC)CC)C.[CH2:18]([N:25]1[CH2:29][CH2:28][C@H:27]([NH2:30])[CH2:26]1)[C:19]1[CH:24]=[CH:23][CH:22]=[CH:21][CH:20]=1.O. The catalyst is CCOCC. The product is [I:1][C:2]1[CH:10]=[CH:9][C:5]([C:6]([NH:30][C@H:27]2[CH2:28][CH2:29][N:25]([CH2:18][C:19]3[CH:24]=[CH:23][CH:22]=[CH:21][CH:20]=3)[CH2:26]2)=[O:7])=[CH:4][CH:3]=1. The yield is 0.640.